Dataset: NCI-60 drug combinations with 297,098 pairs across 59 cell lines. Task: Regression. Given two drug SMILES strings and cell line genomic features, predict the synergy score measuring deviation from expected non-interaction effect. (1) Drug 1: C1CC(=O)NC(=O)C1N2CC3=C(C2=O)C=CC=C3N. Drug 2: CCC1(CC2CC(C3=C(CCN(C2)C1)C4=CC=CC=C4N3)(C5=C(C=C6C(=C5)C78CCN9C7C(C=CC9)(C(C(C8N6C=O)(C(=O)OC)O)OC(=O)C)CC)OC)C(=O)OC)O.OS(=O)(=O)O. Cell line: SNB-19. Synergy scores: CSS=32.2, Synergy_ZIP=-2.26, Synergy_Bliss=-1.01, Synergy_Loewe=-16.0, Synergy_HSA=-0.174. (2) Cell line: OVCAR-4. Drug 1: CC1=C(C(=O)C2=C(C1=O)N3CC4C(C3(C2COC(=O)N)OC)N4)N. Drug 2: COCCOC1=C(C=C2C(=C1)C(=NC=N2)NC3=CC=CC(=C3)C#C)OCCOC.Cl. Synergy scores: CSS=4.82, Synergy_ZIP=-4.07, Synergy_Bliss=-3.87, Synergy_Loewe=-3.37, Synergy_HSA=-3.15. (3) Drug 1: C1C(C(OC1N2C=NC3=C(N=C(N=C32)Cl)N)CO)O. Drug 2: CC12CCC3C(C1CCC2O)C(CC4=C3C=CC(=C4)O)CCCCCCCCCS(=O)CCCC(C(F)(F)F)(F)F. Cell line: M14. Synergy scores: CSS=33.0, Synergy_ZIP=-1.02, Synergy_Bliss=-1.65, Synergy_Loewe=-28.1, Synergy_HSA=-2.71. (4) Drug 1: C1=CC=C(C=C1)NC(=O)CCCCCCC(=O)NO. Drug 2: C1CN(CCN1C(=O)CCBr)C(=O)CCBr. Cell line: M14. Synergy scores: CSS=15.3, Synergy_ZIP=-1.26, Synergy_Bliss=4.38, Synergy_Loewe=-2.79, Synergy_HSA=0.848.